Dataset: NCI-60 drug combinations with 297,098 pairs across 59 cell lines. Task: Regression. Given two drug SMILES strings and cell line genomic features, predict the synergy score measuring deviation from expected non-interaction effect. (1) Drug 1: CNC(=O)C1=CC=CC=C1SC2=CC3=C(C=C2)C(=NN3)C=CC4=CC=CC=N4. Drug 2: CN1C2=C(C=C(C=C2)N(CCCl)CCCl)N=C1CCCC(=O)O.Cl. Cell line: HS 578T. Synergy scores: CSS=5.97, Synergy_ZIP=1.19, Synergy_Bliss=6.59, Synergy_Loewe=3.45, Synergy_HSA=4.13. (2) Drug 1: CN1C(=O)N2C=NC(=C2N=N1)C(=O)N. Drug 2: C1C(C(OC1N2C=NC(=NC2=O)N)CO)O. Cell line: MOLT-4. Synergy scores: CSS=41.6, Synergy_ZIP=0.661, Synergy_Bliss=2.61, Synergy_Loewe=-32.1, Synergy_HSA=6.21. (3) Drug 1: CCCS(=O)(=O)NC1=C(C(=C(C=C1)F)C(=O)C2=CNC3=C2C=C(C=N3)C4=CC=C(C=C4)Cl)F. Drug 2: C1=CC(=C2C(=C1NCCNCCO)C(=O)C3=C(C=CC(=C3C2=O)O)O)NCCNCCO. Cell line: HS 578T. Synergy scores: CSS=41.8, Synergy_ZIP=13.6, Synergy_Bliss=15.9, Synergy_Loewe=-9.97, Synergy_HSA=11.6. (4) Drug 1: C1CC(=O)NC(=O)C1N2C(=O)C3=CC=CC=C3C2=O. Drug 2: C1C(C(OC1N2C=NC(=NC2=O)N)CO)O. Cell line: SW-620. Synergy scores: CSS=16.1, Synergy_ZIP=-2.70, Synergy_Bliss=0.436, Synergy_Loewe=-2.33, Synergy_HSA=3.27. (5) Drug 1: CN(C)N=NC1=C(NC=N1)C(=O)N. Drug 2: CC1CCC2CC(C(=CC=CC=CC(CC(C(=O)C(C(C(=CC(C(=O)CC(OC(=O)C3CCCCN3C(=O)C(=O)C1(O2)O)C(C)CC4CCC(C(C4)OC)O)C)C)O)OC)C)C)C)OC. Cell line: LOX IMVI. Synergy scores: CSS=41.7, Synergy_ZIP=-10.1, Synergy_Bliss=-7.72, Synergy_Loewe=-2.71, Synergy_HSA=-1.75.